This data is from Reaction yield outcomes from USPTO patents with 853,638 reactions. The task is: Predict the reaction yield, written as a fraction of the theoretical maximum amount of product (1.0 means a 100% yield; for example, 0.34 means a 34% yield). (1) The product is [F:1][C:2]1[CH:3]=[CH:4][C:5]([C:8]2([C:16]([O:18][CH3:20])=[O:17])[CH2:9][C:10](=[O:14])[CH2:11]2)=[CH:6][CH:7]=1. The yield is 0.800. No catalyst specified. The reactants are [F:1][C:2]1[CH:7]=[CH:6][C:5]([C:8]2([C:16]([OH:18])=[O:17])[CH2:11][C:10]([O:14]C)(OC)[CH2:9]2)=[CH:4][CH:3]=1.Cl.[CH3:20]O. (2) The reactants are [H-].[Na+].CN(C=O)C.[CH3:8][O:9][C:10]1[C:19]2[NH:18][C:17](=[O:20])[CH2:16][CH2:15][C:14]=2[C:13]([CH:21]=[O:22])=[CH:12][CH:11]=1.[CH3:23][O:24][C:25]([C:27]1[CH:32]=[CH:31][C:30]([CH2:33]Br)=[CH:29][CH:28]=1)=[O:26]. The catalyst is C(OCC)(=O)C.O. The product is [C:25]([C:27]1[CH:32]=[CH:31][C:30]([CH2:33][N:18]2[C:19]3[C:10]([O:9][CH3:8])=[CH:11][CH:12]=[C:13]([CH:21]=[O:22])[C:14]=3[CH2:15][CH2:16][C:17]2=[O:20])=[CH:29][CH:28]=1)([O:24][CH3:23])=[O:26]. The yield is 0.620. (3) The reactants are [C:1]([O:5][C:6](=[O:30])[NH:7][C@H:8]([C:17]1[NH:18][CH:19]=[C:20]([C:22]2[CH:27]=[CH:26][C:25]([Cl:28])=[CH:24][C:23]=2[Cl:29])[N:21]=1)[CH2:9][C:10]1[CH:15]=[CH:14][C:13]([OH:16])=[CH:12][CH:11]=1)([CH3:4])([CH3:3])[CH3:2].C([O:33][C:34](=[O:42])[CH2:35][CH2:36][CH2:37][CH2:38][CH2:39][CH2:40]Br)C.C[O:44][C:45](=[O:52])[C@H:46]([CH2:48][CH2:49][S:50][CH3:51])[NH2:47].I[C:54]1C=C[C:57]([C:58](OC)=[O:59])=[CH:56][CH:55]=1.C1(O)C=CC=CC=1. The catalyst is CCOCC. The product is [C:1]([O:5][C:6]([NH:7][C@H:8]([C:17]1[N:18]([CH2:54][CH2:55][CH2:56][CH2:57][C:58](=[O:59])[NH:47][C@H:46]([C:45]([OH:44])=[O:52])[CH2:48][CH2:49][S:50][CH3:51])[CH:19]=[C:20]([C:22]2[CH:27]=[CH:26][C:25]([Cl:28])=[CH:24][C:23]=2[Cl:29])[N:21]=1)[CH2:9][C:10]1[CH:15]=[CH:14][C:13]([O:16][C:38]2[CH:37]=[CH:36][C:35]([C:34]([OH:33])=[O:42])=[CH:40][CH:39]=2)=[CH:12][CH:11]=1)=[O:30])([CH3:4])([CH3:2])[CH3:3]. The yield is 0.00500. (4) The reactants are [C:1]([O:5][C:6]([NH:8][CH:9]1[CH2:14][CH2:13][CH:12]([N:15]([CH2:29][CH3:30])[C:16]2[C:17]([CH2:27][CH3:28])=[C:18]([CH:23]=[C:24]([Cl:26])[CH:25]=2)[C:19]([O:21]C)=[O:20])[CH2:11][CH2:10]1)=[O:7])([CH3:4])([CH3:3])[CH3:2].[OH-].[Na+]. The catalyst is C1COCC1.CO. The product is [C:1]([O:5][C:6]([NH:8][CH:9]1[CH2:14][CH2:13][CH:12]([N:15]([CH2:29][CH3:30])[C:16]2[C:17]([CH2:27][CH3:28])=[C:18]([CH:23]=[C:24]([Cl:26])[CH:25]=2)[C:19]([OH:21])=[O:20])[CH2:11][CH2:10]1)=[O:7])([CH3:4])([CH3:3])[CH3:2]. The yield is 0.920. (5) The reactants are [F:1][C:2]1([F:22])[CH2:7][CH2:6][CH:5]([C@H:8]([NH:15][S@](C(C)(C)C)=O)[CH2:9][C:10]([O:12][CH2:13][CH3:14])=[O:11])[CH2:4][CH2:3]1.Cl. The catalyst is CO.O1CCOCC1. The product is [NH2:15][C@@H:8]([CH:5]1[CH2:4][CH2:3][C:2]([F:1])([F:22])[CH2:7][CH2:6]1)[CH2:9][C:10]([O:12][CH2:13][CH3:14])=[O:11]. The yield is 0.590.